From a dataset of Experimentally validated miRNA-target interactions with 360,000+ pairs, plus equal number of negative samples. Binary Classification. Given a miRNA mature sequence and a target amino acid sequence, predict their likelihood of interaction. The miRNA is rno-miR-150-5p with sequence UCUCCCAACCCUUGUACCAGUG. The protein sequence of the target gene is MSSSGSSHPFLLTGFPGLEEAHHWISVFFLFMYISILFGNGTLLLLIKEDHNLHEPMYFFLAMLAATDLGLALTTMPTVLGVLWLDHREIGSAACFSQAYFIHSLSFLESGILLAMAYDRFIAICNPLRYTSVLTNTRVVKIGLGVLMRGFVSVVPPIRPLYFFLYCHSHVLSHAFCLHQDVIKLACADTTFNRLYPAVLVVFIFVLDYLIIFISYVLILKTVLSIASREERAKALITCVSHICCVLVFYVTVIGLSLIHRFGKQVPHIVHLIMSYAYFLFPPLMNPITYSVKTKQIQNA.... Result: 0 (no interaction).